Dataset: Experimentally validated miRNA-target interactions with 360,000+ pairs, plus equal number of negative samples. Task: Binary Classification. Given a miRNA mature sequence and a target amino acid sequence, predict their likelihood of interaction. (1) The miRNA is hsa-miR-874-5p with sequence CGGCCCCACGCACCAGGGUAAGA. The protein sequence of the target gene is MVGPTRSKLREGSSDRPQSSCTGQARRRWSAATMEPQQERSAPQERTKWSLLQHFLLGGRKLPSGARNYAARRIQSLNAQNYFQLEEVAKLLLLNRFQFLFTLLDHFREKVQALQMHRFSHRTLFGLAIFVGILHWLHLITLFENDHHFSHLSSLEREMTFRTEMGLYYSYFKTIIEAPSFLEGLWMIMNDRLTEYPLVINTVKRFHLYPEVVIAYWYRTIIGIMNLFGIETKTCWNVTRMEPLNEVQSCEGLGDPACFYIGVIFILNGLMMGLFFIYSTYLSGSQLGGLITVACYFFNH.... Result: 0 (no interaction). (2) The miRNA is mmu-miR-130a-3p with sequence CAGUGCAAUGUUAAAAGGGCAU. The protein sequence of the target gene is MSSEPPPPYPGGPTAPLLEEKSGAPPTPGRSSPAVMQPPPGMPLPPADIGPPPYEPPGHPMPQPGFIPPHMSADGTYMPPGFYPPPGPHPPMGYYPPGPYTPGPYPGPGGHTATVLVPSGAATTVTVLQGEIFEGAPVQTVCPHCQQAITTKISYEIGLMNFVLGFFCCFMGCDLGCCLIPCLINDFKDVTHTCPSCKAYIYTYKRLC. Result: 0 (no interaction). (3) The miRNA is hsa-miR-374b-5p with sequence AUAUAAUACAACCUGCUAAGUG. Result: 0 (no interaction). The protein sequence of the target gene is MVAGWLTNYSQDSVTFEDVAVDFTQEEWTLLDQTQRNLYRDVMLENYKNLVAVDWESHINTKWSAPQQNFLQGKTSSVVEMERNHFGEELFDFNQCEKALSEHSCLKTHRRTYFRKKTCECNQCEKAFRKPSIFTLHKKTDIGEELPNCNQCETAFSQHLHLVCKKTSQNLHLVCKKTHTQEKPYKCSDCEKGLPSSSHLRECVRIYGGERPYTHKEYVETFSHSTALFVHMQTQDGEKFYECKACGKPFTESSYLTQHLRTHSRVLPIEHKKFGKAFAFSPDLAKHIRLRTRGKHYVCN.... (4) The protein sequence of the target gene is MAAGSGGSGGSGGGPGPGPGGGGGPSGSGSGPGSNGGLGSGGELHPRTGRLVSLSACGRTARRQQPGQEFNHGLVLSREPLRDGRVFTVRIDRKVNSWSGSIEIGVTALDPSVLDFPSSATGLKGGSWVVSGCSVLRDGRSVLEEYGQDLDQLGEGDRVGVERTVAGELRLWVNGRDCGVAATGLPPRVWAVVDLYGKCTQITVLPPEPGFSPPTPIPTPPLEPLAPTEDSALAEQGTSADEAFMVSPAQARPETFPNSLESHNDFANMELSEVVSNTILSAYNGGLLNVNLSSPPAGEG.... Result: 0 (no interaction). The miRNA is ath-miR774a with sequence UUGGUUACCCAUAUGGCCAUC. (5) The miRNA is hsa-miR-4680-3p with sequence UCUGAAUUGUAAGAGUUGUUA. The protein sequence of the target gene is MISRLLQNNLMSVDPVSSQAMELSDVTLIEGVGNEVMVVAGVVALTLALVLAWLSTYVADSGNNQLLGTIVSAGDTSVLHLGHVDQLVNQGTPEPTEHPHPSGGNDDKAEETSDSGGDATGEPGARGEMEPSLEHLLDIQGLPKRQAGLGSSRPEAPLGLDDGSCLSPSPSLINVRLKFLNDTEELAVARPEDTVGTLKSKYFPGQESQMKLIYQGRLLQDPARTLSSLNITNNCVIHCHRSPPGAAVSGPSASLTPTTEQSSLGVNVGSLMVPVFVVLLGVVWYFRINYRQFFTGPATI.... Result: 0 (no interaction). (6) The protein sequence of the target gene is MMALTSLACLHALFPFVSPARNISLKCMQDTDEFLSDLNSLKPKEYALRMYDSVGKLGSNVLTGNVDRLGSYSECLSTRSPKGSFRGQYCKLHILQDGTDYSVGVCVPDSCAEEDVTMMSQLGTLKFRNTSFLEPSLSLFTKDSSSSCEVVARCAAGAMSPDMFASVCLFITLLGLVLPVAGTVYMVARDWGLDLRTSSVHGTPPTSCESLPLRNMESNRQRSRASCQVQLPPPGAPSRGRRFLGAVDEVLQCFSWQKNMPAICSPELPGGTCRTLNGIRVLSLLWVISGHTSQMTAWLS.... The miRNA is cel-miR-1821-3p with sequence UGAGGUCUUAUAGUUAGGUAGA. Result: 0 (no interaction). (7) The miRNA is hsa-miR-155-5p with sequence UUAAUGCUAAUCGUGAUAGGGGUU. The protein sequence of the target gene is MTTPANAQNASKTWELSLYELHRTPQEAIMDGTEIAVSPRSLHSELMCPICLDMLKNTMTTKECLHRFCSDCIVTALRSGNKECPTCRKKLVSKRSLRPDPNFDALISKIYPSREEYEAHQDRVLIRLSRLHNQQALSSSIEEGLRMQAMHRAQRVRRPIPGSDQTTTMSGGEGEPGEGEGDGEDVSSDSAPDSAPGPAPKRPRGGGAGGSSVGTGGGGTGGVGGGAGSEDSGDRGGTLGGGTLGPPSPPGAPSPPEPGGEIELVFRPHPLLVEKGEYCQTRYVKTTGNATVDHLSKYLA.... Result: 1 (interaction).